This data is from Peptide-MHC class II binding affinity with 134,281 pairs from IEDB. The task is: Regression. Given a peptide amino acid sequence and an MHC pseudo amino acid sequence, predict their binding affinity value. This is MHC class II binding data. (1) The MHC is DRB1_0401 with pseudo-sequence DRB1_0401. The peptide sequence is FLHYIFMENAFELPT. The binding affinity (normalized) is 0.842. (2) The peptide sequence is AFVATTNPWASQEG. The MHC is DRB1_1302 with pseudo-sequence DRB1_1302. The binding affinity (normalized) is 0.191. (3) The peptide sequence is AAFQAAHARFVAAAA. The MHC is DRB1_1501 with pseudo-sequence DRB1_1501. The binding affinity (normalized) is 0.623. (4) The peptide sequence is TLTEALRVIAGTLEV. The MHC is HLA-DQA10301-DQB10302 with pseudo-sequence HLA-DQA10301-DQB10302. The binding affinity (normalized) is 0.376. (5) The peptide sequence is EQQTVNSTKQVAILK. The MHC is DRB1_0101 with pseudo-sequence DRB1_0101. The binding affinity (normalized) is 0.495. (6) The peptide sequence is IVQTLNAMPEYQNLL. The MHC is DRB1_1302 with pseudo-sequence DRB1_1302. The binding affinity (normalized) is 0.636.